From a dataset of Full USPTO retrosynthesis dataset with 1.9M reactions from patents (1976-2016). Predict the reactants needed to synthesize the given product. Given the product [ClH:1].[CH3:25][N:22]1[CH2:23][CH2:24][N:19]([C:17]([C:14]2[CH:15]=[CH:16][C:11]([C:9]3[NH:8][C:4]4=[N:5][CH:6]=[CH:7][C:2]([C:32]5[CH:31]=[CH:30][C:29]([O:28][C:27]([F:26])([F:38])[F:39])=[CH:34][CH:33]=5)=[C:3]4[N:10]=3)=[CH:12][CH:13]=2)=[O:18])[CH2:20][CH2:21]1, predict the reactants needed to synthesize it. The reactants are: [Cl:1][C:2]1[CH:7]=[CH:6][N:5]=[C:4]2[NH:8][C:9]([C:11]3[CH:16]=[CH:15][C:14]([C:17]([N:19]4[CH2:24][CH2:23][N:22]([CH3:25])[CH2:21][CH2:20]4)=[O:18])=[CH:13][CH:12]=3)=[N:10][C:3]=12.[F:26][C:27]([F:39])([F:38])[O:28][C:29]1[CH:34]=[CH:33][C:32](B(O)O)=[CH:31][CH:30]=1.